From a dataset of Forward reaction prediction with 1.9M reactions from USPTO patents (1976-2016). Predict the product of the given reaction. (1) Given the reactants [CH2:1]([N:8]1[CH:12]=[C:11]([CH2:13][OH:14])[C:10]([CH:15]([CH2:18][CH3:19])[CH2:16][CH3:17])=[N:9]1)[C:2]1[CH:7]=[CH:6][CH:5]=[CH:4][CH:3]=1, predict the reaction product. The product is: [CH2:1]([N:8]1[CH:12]=[C:11]([CH:13]=[O:14])[C:10]([CH:15]([CH2:18][CH3:19])[CH2:16][CH3:17])=[N:9]1)[C:2]1[CH:3]=[CH:4][CH:5]=[CH:6][CH:7]=1. (2) The product is: [CH3:21][N:7]1[C:8]2[C:13](=[CH:12][C:11]([N+:15]([O-:17])=[O:16])=[CH:10][CH:9]=2)[CH:14]=[C:6]1[C:4]([OH:3])=[O:5]. Given the reactants C([O:3][C:4]([C:6]1[NH:7][C:8]2[C:13]([CH:14]=1)=[CH:12][C:11]([N+:15]([O-:17])=[O:16])=[CH:10][CH:9]=2)=[O:5])C.[H-].[Na+].I[CH3:21], predict the reaction product. (3) Given the reactants [C:1]1([N:7]2[C:19]3[CH:18]=[CH:17][C:16](B(O)O)=[CH:15][C:14]=3[C:13]3[C:8]2=[CH:9][CH:10]=[CH:11][CH:12]=3)[CH:6]=[CH:5][CH:4]=[CH:3][CH:2]=1.[C:23]1([C:58]2[CH:63]=[CH:62][CH:61]=[CH:60][CH:59]=2)[CH:28]=[CH:27][C:26]([N:29]([C:46]2[CH:51]=[CH:50][C:49]([C:52]3[CH:57]=[CH:56][CH:55]=[CH:54][CH:53]=3)=[CH:48][CH:47]=2)[C:30]2[C:42]3[C:41]4[C:36](=[CH:37][CH:38]=[CH:39][CH:40]=4)[C:35]([CH3:44])([CH3:43])[C:34]=3[C:33](Br)=[CH:32][CH:31]=2)=[CH:25][CH:24]=1, predict the reaction product. The product is: [C:23]1([C:58]2[CH:63]=[CH:62][CH:61]=[CH:60][CH:59]=2)[CH:28]=[CH:27][C:26]([N:29]([C:46]2[CH:51]=[CH:50][C:49]([C:52]3[CH:57]=[CH:56][CH:55]=[CH:54][CH:53]=3)=[CH:48][CH:47]=2)[C:30]2[C:42]3[C:41]4[C:36](=[CH:37][CH:38]=[CH:39][CH:40]=4)[C:35]([CH3:44])([CH3:43])[C:34]=3[C:33]([C:16]3[CH:17]=[CH:18][C:19]4[N:7]([C:1]5[CH:6]=[CH:5][CH:4]=[CH:3][CH:2]=5)[C:8]5[C:13]([C:14]=4[CH:15]=3)=[CH:12][CH:11]=[CH:10][CH:9]=5)=[CH:32][CH:31]=2)=[CH:25][CH:24]=1. (4) Given the reactants CC([O-])(C)C.[K+].[CH3:7][S:8][C:9]1[N:14]=[C:13]([C:15]2[CH:20]=[CH:19][NH:18][C:17](=[O:21])[N:16]=2)[CH:12]=[CH:11][N:10]=1.CS(O[CH:27]([C:37]1[CH:42]=[CH:41][C:40]([Cl:43])=[C:39]([F:44])[CH:38]=1)[CH2:28][O:29][Si:30]([C:33]([CH3:36])([CH3:35])[CH3:34])([CH3:32])[CH3:31])(=O)=O, predict the reaction product. The product is: [Si:30]([O:29][CH2:28][CH:27]([N:18]1[CH:19]=[CH:20][C:15]([C:13]2[CH:12]=[CH:11][N:10]=[C:9]([S:8][CH3:7])[N:14]=2)=[N:16][C:17]1=[O:21])[C:37]1[CH:42]=[CH:41][C:40]([Cl:43])=[C:39]([F:44])[CH:38]=1)([C:33]([CH3:35])([CH3:36])[CH3:34])([CH3:32])[CH3:31]. (5) Given the reactants [N:1]1[C:8]([NH2:9])=[N:7][C:5]([NH2:6])=[N:4][C:2]=1[NH2:3].[O-2:10].[Zn+2:11].[P:12](=[O:16])([OH:15])([OH:14])[OH:13], predict the reaction product. The product is: [OH2:13].[OH2:10].[P:12]([O-:16])([O-:15])([O-:14])=[O:13].[Zn+2:11].[N:1]1[C:8]([NH2:9])=[N:7][C:5]([NH2:6])=[N:4][C:2]=1[NH2:3].[P:12]([O-:16])([O-:15])([O-:14])=[O:13].[Zn+2:11].[Zn+2:11].